From a dataset of Full USPTO retrosynthesis dataset with 1.9M reactions from patents (1976-2016). Predict the reactants needed to synthesize the given product. (1) Given the product [NH2:1][C:2]1[N:7]=[CH:6][N:5]=[C:4]2[N:8]([C@H:30]3[CH2:31][CH2:32][C@@H:33]([CH3:43])[NH:34][CH2:35]3)[N:9]=[C:10]([C:11]3[CH:12]=[CH:13][C:14]([C:17]([NH:18][C:19]4[CH:24]=[C:23]([C:25]([F:27])([F:26])[F:28])[CH:22]=[CH:21][N:20]=4)=[O:29])=[CH:15][CH:16]=3)[C:3]=12, predict the reactants needed to synthesize it. The reactants are: [NH2:1][C:2]1[N:7]=[CH:6][N:5]=[C:4]2[N:8]([CH:30]3[CH2:35][N:34](C(OC(C)(C)C)=O)[CH:33]([CH3:43])[CH2:32][CH2:31]3)[N:9]=[C:10]([C:11]3[CH:16]=[CH:15][C:14]([C:17](=[O:29])[NH:18][C:19]4[CH:24]=[C:23]([C:25]([F:28])([F:27])[F:26])[CH:22]=[CH:21][N:20]=4)=[CH:13][CH:12]=3)[C:3]=12.C(O)(C(F)(F)F)=O. (2) Given the product [Cl:1][C:2]1[CH:7]=[C:6]([Cl:8])[C:5]([O:9][CH3:10])=[CH:4][C:3]=1[NH:11][C:12]1[C:17]([C:18]#[N:19])=[CH:16][N:15]=[C:14]2[CH:20]=[C:21]([C:29]3[N:25]([CH3:24])[C:26]([CH:43]=[O:44])=[N:27][CH:28]=3)[S:22][C:13]=12, predict the reactants needed to synthesize it. The reactants are: [Cl:1][C:2]1[CH:7]=[C:6]([Cl:8])[C:5]([O:9][CH3:10])=[CH:4][C:3]=1[NH:11][C:12]1[C:17]([C:18]#[N:19])=[CH:16][N:15]=[C:14]2[CH:20]=[C:21](I)[S:22][C:13]=12.[CH3:24][N:25]1[C:29]([Sn](CCCC)(CCCC)CCCC)=[CH:28][N:27]=[C:26]1[CH:43]=[O:44].C(N(CC)CC)C.C(=O)(O)[O-].[Na+]. (3) The reactants are: F[C:2]1[N:7]=[C:6]([C:8]2[C:16]3[C:11](=[CH:12][N:13]=[C:14]([C:17]4[CH:18]=[N:19][CH:20]=[CH:21][CH:22]=4)[CH:15]=3)[N:10](C3CCCCO3)[N:9]=2)[CH:5]=[CH:4][CH:3]=1.[NH:29]1[CH2:35][CH2:34][CH2:33][NH:32][CH2:31][CH2:30]1.O. Given the product [N:29]1([C:2]2[N:7]=[C:6]([C:8]3[C:16]4[C:11](=[CH:12][N:13]=[C:14]([C:17]5[CH:18]=[N:19][CH:20]=[CH:21][CH:22]=5)[CH:15]=4)[NH:10][N:9]=3)[CH:5]=[CH:4][CH:3]=2)[CH2:35][CH2:34][CH2:33][NH:32][CH2:31][CH2:30]1, predict the reactants needed to synthesize it. (4) Given the product [NH2:1][C:4]1[CH:5]=[CH:6][C:7]([O:8][C:9]2[CH:10]=[CH:11][C:12]([C@H:15]3[N:23]4[C@@H:18]([CH2:19][CH2:20][CH2:21][CH2:22]4)[CH2:17][CH2:16]3)=[CH:13][CH:14]=2)=[CH:24][CH:25]=1, predict the reactants needed to synthesize it. The reactants are: [N+:1]([C:4]1[CH:25]=[CH:24][C:7]([O:8][C:9]2[CH:14]=[CH:13][C:12]([C@H:15]3[N:23]4[C@@H:18]([CH2:19][CH2:20][CH2:21][CH2:22]4)[CH2:17][CH2:16]3)=[CH:11][CH:10]=2)=[CH:6][CH:5]=1)([O-])=O.C1CC=CCC=1. (5) The reactants are: [N+:1]([C:4]1[CH:5]=[C:6]([C:9]([O:11][CH3:12])=[O:10])[NH:7][CH:8]=1)([O-:3])=[O:2].[Li+].C[Si]([N-:18][Si](C)(C)C)(C)C.C1(P(ON)(C2C=CC=CC=2)=O)C=CC=CC=1. Given the product [NH2:18][N:7]1[CH:8]=[C:4]([N+:1]([O-:3])=[O:2])[CH:5]=[C:6]1[C:9]([O:11][CH3:12])=[O:10], predict the reactants needed to synthesize it. (6) Given the product [OH:1][C:2]1[CH:3]=[CH:4][C:5]2[C:9]([O:10][C:11]3[CH:12]=[CH:13][C:14](/[CH:17]=[CH:18]/[C:19]([OH:21])=[O:20])=[CH:15][CH:16]=3)=[C:8]([C:23]3[CH:28]=[CH:27][CH:26]=[CH:25][C:24]=3[CH:29]([CH3:30])[CH3:31])[S:7][C:6]=2[CH:32]=1, predict the reactants needed to synthesize it. The reactants are: [OH:1][C:2]1[CH:3]=[CH:4][C:5]2[C:9]([O:10][C:11]3[CH:16]=[CH:15][C:14](/[CH:17]=[CH:18]/[C:19]([O:21]C)=[O:20])=[CH:13][CH:12]=3)=[C:8]([C:23]3[CH:28]=[CH:27][CH:26]=[CH:25][C:24]=3[CH:29]([CH3:31])[CH3:30])[S:7][C:6]=2[CH:32]=1.[Li+].[OH-].Cl. (7) The reactants are: [CH3:1][O:2][C:3]1[CH:4]=[C:5]([NH:13][C:14]2[C:23]3[C:18](=[CH:19][CH:20]=[CH:21][CH:22]=3)[N:17]=[C:16]([CH3:24])[N:15]=2)[CH:6]=[C:7]([O:11][CH3:12])[C:8]=1[O:9][CH3:10].[CH3:25]I.[H-].[Na+]. Given the product [CH3:1][O:2][C:3]1[CH:4]=[C:5]([N:13]([C:14]2[C:23]3[C:18](=[CH:19][CH:20]=[CH:21][CH:22]=3)[N:17]=[C:16]([CH3:24])[N:15]=2)[CH3:25])[CH:6]=[C:7]([O:11][CH3:12])[C:8]=1[O:9][CH3:10], predict the reactants needed to synthesize it.